This data is from Full USPTO retrosynthesis dataset with 1.9M reactions from patents (1976-2016). The task is: Predict the reactants needed to synthesize the given product. (1) Given the product [Cl:1][C:2]1[CH:10]=[C:9]2[C:5]([C:6]([C:11]([N:13]3[CH2:18][CH2:17][CH:16]([C:19]4[CH:24]=[CH:23][CH:22]=[CH:21][C:20]=4[O:25][CH3:26])[CH2:15][CH2:14]3)=[O:12])=[CH:7][N:8]2[S:30]([CH3:29])(=[O:32])=[O:31])=[CH:4][CH:3]=1, predict the reactants needed to synthesize it. The reactants are: [Cl:1][C:2]1[CH:10]=[C:9]2[C:5]([C:6]([C:11]([N:13]3[CH2:18][CH2:17][CH:16]([C:19]4[CH:24]=[CH:23][CH:22]=[CH:21][C:20]=4[O:25][CH3:26])[CH2:15][CH2:14]3)=[O:12])=[CH:7][NH:8]2)=[CH:4][CH:3]=1.[H-].[Na+].[CH3:29][S:30](Cl)(=[O:32])=[O:31]. (2) Given the product [C:39]([OH:42])(=[O:41])/[CH:40]=[CH:34]/[C:33]([OH:36])=[O:35].[CH3:1][O:2][C:3]1[C:8]([N:9]2[C:13]([S:14]([C:17]3[CH:18]=[CH:19][CH:20]=[CH:21][CH:22]=3)(=[O:16])=[O:15])=[CH:12][C:11]([CH2:23][NH:24][CH3:25])=[N:10]2)=[CH:7][CH:6]=[CH:5][N:4]=1, predict the reactants needed to synthesize it. The reactants are: [CH3:1][O:2][C:3]1[C:8]([N:9]2[C:13]([S:14]([C:17]3[CH:22]=[CH:21][CH:20]=[CH:19][CH:18]=3)(=[O:16])=[O:15])=[CH:12][C:11]([CH2:23][N:24](C)[C:25](=O)OC(C)(C)C)=[N:10]2)=[CH:7][CH:6]=[CH:5][N:4]=1.[C:33]([O:36]CC)(=[O:35])[CH3:34].[C:39]([O:42]CC)(=[O:41])[CH3:40].Cl. (3) Given the product [CH2:1]([O:3][C:4]([C:5]1[C:10]([N+:11]([O-:13])=[O:12])=[CH:9][C:8]2[N:14]=[C:15]([C:16]3[CH:21]=[CH:20][CH:19]=[CH:18][CH:17]=3)[O:23][C:7]=2[C:6]=1[Cl:24])=[O:25])[CH3:2], predict the reactants needed to synthesize it. The reactants are: [CH2:1]([O:3][C:4](=[O:25])[C:5]1[C:10]([N+:11]([O-:13])=[O:12])=[CH:9][C:8]([NH:14][C:15](=O)[C:16]2[CH:21]=[CH:20][CH:19]=[CH:18][CH:17]=2)=[C:7]([OH:23])[C:6]=1[Cl:24])[CH3:2].C1C=CC(P(C2C=CC=CC=2)C2C=CC=CC=2)=CC=1.CCOC(/N=N/C(OCC)=O)=O.C1(C)C=CC=CC=1. (4) Given the product [CH2:1]([O:8][C:9]1[CH:14]=[CH:13][C:12]([N:15]2[C:19]3=[N:20][CH:21]=[C:22]([OH:62])[CH:23]=[C:18]3[N:17]([CH2:25][CH3:26])[C:16]2=[O:27])=[CH:11][CH:10]=1)[C:2]1[CH:7]=[CH:6][CH:5]=[CH:4][CH:3]=1, predict the reactants needed to synthesize it. The reactants are: [CH2:1]([O:8][C:9]1[CH:14]=[CH:13][C:12]([N:15]2[C:19]3=[N:20][CH:21]=[C:22](Cl)[CH:23]=[C:18]3[N:17]([CH2:25][CH3:26])[C:16]2=[O:27])=[CH:11][CH:10]=1)[C:2]1[CH:7]=[CH:6][CH:5]=[CH:4][CH:3]=1.C(P(C(C)(C)C)C1C(C)=C(C)C(C)=C(C)C=1C1C(C(C)C)=CC(C(C)C)=CC=1C(C)C)(C)(C)C.[OH-:62].[K+].Cl. (5) The reactants are: [C:1]1([CH3:10])[CH:6]=[CH:5][C:4]([C:7]([NH2:9])=[O:8])=[CH:3][CH:2]=1.[Cl:11][C:12]([Cl:16])([CH3:15])[CH:13]=O.[NH:17]1[C:21]2[CH:22]=[CH:23][CH:24]=[CH:25][C:20]=2[N:19]=[N:18]1.C1(C)C=CC(S(O)(=O)=O)=CC=1. Given the product [N:17]1([CH:13]([NH:9][C:7](=[O:8])[C:4]2[CH:5]=[CH:6][C:1]([CH3:10])=[CH:2][CH:3]=2)[C:12]([Cl:16])([Cl:11])[CH3:15])[C:21]2[CH:22]=[CH:23][CH:24]=[CH:25][C:20]=2[N:19]=[N:18]1, predict the reactants needed to synthesize it. (6) The reactants are: [CH3:1][C:2]([CH3:27])([O:5][C:6]1[CH:7]=[CH:8][C:9]2[C:10](=[O:26])[C:11]3[C:16]([O:17][C:18]=2[C:19]=1[O:20][C:21]([CH3:25])([CH3:24])[C:22]#[CH:23])=[CH:15][CH:14]=[CH:13][CH:12]=3)[C:3]#[CH:4]. Given the product [CH3:1][C:2]([CH3:27])([O:5][C:6]1[CH:7]=[CH:8][C:9]2[C:10](=[O:26])[C:11]3[C:16]([O:17][C:18]=2[C:19]=1[O:20][C:21]([CH3:25])([CH3:24])[CH:22]=[CH2:23])=[CH:15][CH:14]=[CH:13][CH:12]=3)[CH:3]=[CH2:4], predict the reactants needed to synthesize it.